From a dataset of Full USPTO retrosynthesis dataset with 1.9M reactions from patents (1976-2016). Predict the reactants needed to synthesize the given product. (1) Given the product [Cl:1][C:2]1[CH:11]=[C:10]2[C:5]([C:6]([C:28]3[CH:33]=[CH:32][CH:31]=[C:30](/[CH:34]=[CH:35]/[C:36]4[NH:49][N:48]=[N:47][N:37]=4)[CH:29]=3)=[C:7]([CH2:13][C:14]([NH:16][C:17]3[CH:22]=[CH:21][C:20]([F:23])=[CH:19][C:18]=3[C:24]([F:25])([F:27])[F:26])=[O:15])[C:8](=[O:12])[O:9]2)=[CH:4][C:3]=1[CH3:38], predict the reactants needed to synthesize it. The reactants are: [Cl:1][C:2]1[CH:11]=[C:10]2[C:5]([C:6]([C:28]3[CH:33]=[CH:32][CH:31]=[C:30](/[CH:34]=[CH:35]/[C:36]#[N:37])[CH:29]=3)=[C:7]([CH2:13][C:14]([NH:16][C:17]3[CH:22]=[CH:21][C:20]([F:23])=[CH:19][C:18]=3[C:24]([F:27])([F:26])[F:25])=[O:15])[C:8](=[O:12])[O:9]2)=[CH:4][C:3]=1[CH3:38].Cl.C(N(CC)CC)C.[N-:47]=[N+:48]=[N-:49].[Na+].Cl. (2) The reactants are: [F:1][C:2]1[CH:7]=[C:6]([N+:8]([O-])=O)[CH:5]=[CH:4][C:3]=1[N:11]1[CH2:16][CH2:15][O:14][CH2:13][CH2:12]1. Given the product [F:1][C:2]1[CH:7]=[C:6]([NH2:8])[CH:5]=[CH:4][C:3]=1[N:11]1[CH2:12][CH2:13][O:14][CH2:15][CH2:16]1, predict the reactants needed to synthesize it. (3) Given the product [Cl:15][C:16]1[NH:21][C:20]([Cl:22])([O:14][C:8]2[C:7]([Cl:6])=[CH:12][CH:11]=[CH:10][C:9]=2[Cl:13])[CH:19]=[CH:18][N:17]=1, predict the reactants needed to synthesize it. The reactants are: [OH-].[K+].C(O)C.[Cl:6][C:7]1[CH:12]=[CH:11][CH:10]=[C:9]([Cl:13])[C:8]=1[OH:14].[Cl:15][C:16]1[N:21]=[C:20]([Cl:22])[CH:19]=[C:18](Cl)[N:17]=1. (4) Given the product [F:1][C:2]1[CH:11]=[C:10]2[C:5]([C:6]([N:30]3[CH2:35][CH2:34][O:33][CH2:32][CH2:31]3)=[N:7][C:8]([N:12]3[CH:16]=[C:15]([C:17]([OH:19])=[O:18])[CH:14]=[N:13]3)=[N:9]2)=[CH:4][C:3]=1[C:23]1[CH:28]=[CH:27][CH:26]=[CH:25][C:24]=1[CH3:29], predict the reactants needed to synthesize it. The reactants are: [F:1][C:2]1[CH:11]=[C:10]2[C:5]([C:6](=O)[NH:7][C:8]([N:12]3[CH:16]=[C:15]([C:17]([O:19]CC)=[O:18])[CH:14]=[N:13]3)=[N:9]2)=[CH:4][C:3]=1[C:23]1[CH:28]=[CH:27][CH:26]=[CH:25][C:24]=1[CH3:29].[NH:30]1[CH2:35][CH2:34][O:33][CH2:32][CH2:31]1. (5) Given the product [F:54][C:55]1[C:56]2[N:62]=[C:12]([C@H:11]([NH:10][C:8](=[O:9])[O:7][C:3]([CH3:6])([CH3:5])[CH3:4])[CH2:15][C:16]3[CH:21]=[CH:20][C:19]([O:22][CH3:23])=[CH:18][CH:17]=3)[NH:61][C:57]=2[CH:58]=[CH:59][CH:60]=1, predict the reactants needed to synthesize it. The reactants are: N#N.[C:3]([O:7][C:8]([NH:10][C@H:11]([CH2:15][C:16]1[CH:21]=[CH:20][C:19]([O:22][CH3:23])=[CH:18][CH:17]=1)[C:12](O)=O)=[O:9])([CH3:6])([CH3:5])[CH3:4].C(N1CCOCC1)C.CN(C(ON1N=NC2C=CC=CC1=2)=[N+](C)C)C.[B-](F)(F)(F)F.[F:54][C:55]1[CH:60]=[CH:59][CH:58]=[C:57]([NH2:61])[C:56]=1[NH2:62]. (6) Given the product [C:1]([O:5][C:6]([N:8]1[C:16]2[C:11](=[N:12][CH:13]=[C:14]([C:24](=[O:25])[CH2:23][CH:20]3[CH2:22][CH2:21]3)[CH:15]=2)[C:10]([CH3:19])([CH3:18])[CH2:9]1)=[O:7])([CH3:4])([CH3:3])[CH3:2], predict the reactants needed to synthesize it. The reactants are: [C:1]([O:5][C:6]([N:8]1[C:16]2[C:11](=[N:12][CH:13]=[C:14](Br)[CH:15]=2)[C:10]([CH3:19])([CH3:18])[CH2:9]1)=[O:7])([CH3:4])([CH3:3])[CH3:2].[CH:20]1([CH2:23][C:24](N(OC)C)=[O:25])[CH2:22][CH2:21]1.